This data is from Reaction yield outcomes from USPTO patents with 853,638 reactions. The task is: Predict the reaction yield, written as a fraction of the theoretical maximum amount of product (1.0 means a 100% yield; for example, 0.34 means a 34% yield). (1) The reactants are [Cl:1][C:2]1[C:3]([CH3:12])=[CH:4][C:5]2[O:9][N:8]=[C:7]([NH2:10])[C:6]=2[CH:11]=1.[C:13]([O:17][C:18](O[C:18]([O:17][C:13]([CH3:16])([CH3:15])[CH3:14])=[O:19])=[O:19])([CH3:16])([CH3:15])[CH3:14]. The catalyst is C(Cl)Cl.CN(C)C1C=CN=CC=1. The product is [C:13]([O:17][C:18]([N:10]([C:7]1[C:6]2[CH:11]=[C:2]([Cl:1])[C:3]([CH3:12])=[CH:4][C:5]=2[O:9][N:8]=1)[C:18](=[O:19])[O:17][C:13]([CH3:16])([CH3:15])[CH3:14])=[O:19])([CH3:16])([CH3:15])[CH3:14]. The yield is 0.760. (2) The reactants are Cl[C:2]1[N:7]=[CH:6][N:5]=[C:4]([NH:8][C:9]2[CH:14]=[CH:13][C:12]([O:15][C:16]([F:19])([F:18])[F:17])=[CH:11][CH:10]=2)[CH:3]=1.[CH3:20][N:21]1[C:25]([CH3:26])=[C:24](B2OC(C)(C)C(C)(C)O2)[C:23]([CH3:36])=[N:22]1.C(=O)([O-])[O-].[Na+].[Na+].C(O)(C(F)(F)F)=O. The catalyst is C(#N)C.C1C=CC([P]([Pd]([P](C2C=CC=CC=2)(C2C=CC=CC=2)C2C=CC=CC=2)([P](C2C=CC=CC=2)(C2C=CC=CC=2)C2C=CC=CC=2)[P](C2C=CC=CC=2)(C2C=CC=CC=2)C2C=CC=CC=2)(C2C=CC=CC=2)C2C=CC=CC=2)=CC=1.O. The yield is 0.800. The product is [F:17][C:16]([F:19])([F:18])[O:15][C:12]1[CH:13]=[CH:14][C:9]([NH:8][C:4]2[CH:3]=[C:2]([C:24]3[C:23]([CH3:36])=[N:22][N:21]([CH3:20])[C:25]=3[CH3:26])[N:7]=[CH:6][N:5]=2)=[CH:10][CH:11]=1.